From a dataset of Peptide-MHC class II binding affinity with 134,281 pairs from IEDB. Regression. Given a peptide amino acid sequence and an MHC pseudo amino acid sequence, predict their binding affinity value. This is MHC class II binding data. (1) The peptide sequence is EDKFLANVSTVLTGK. The binding affinity (normalized) is 0.772. The MHC is DRB1_0701 with pseudo-sequence DRB1_0701. (2) The peptide sequence is YDKFLANVSTVLSGK. The MHC is DRB1_0405 with pseudo-sequence DRB1_0405. The binding affinity (normalized) is 0.708. (3) The peptide sequence is EDLVRAYHSMSSTHE. The MHC is DRB1_1201 with pseudo-sequence DRB1_1201. The binding affinity (normalized) is 0.166. (4) The peptide sequence is SAFQGLFGGLNWITK. The MHC is DRB1_0801 with pseudo-sequence DRB1_0801. The binding affinity (normalized) is 0.493. (5) The peptide sequence is ISKISGEWYSIFLASD. The MHC is DRB1_1301 with pseudo-sequence DRB1_1301. The binding affinity (normalized) is 0. (6) The peptide sequence is KGGFMYLKELYNNVN. The MHC is DRB1_0401 with pseudo-sequence DRB1_0401. The binding affinity (normalized) is 0.651. (7) The peptide sequence is ILRIGTQVLKTMSLY. The MHC is DRB1_0101 with pseudo-sequence DRB1_0101. The binding affinity (normalized) is 0.636. (8) The peptide sequence is WILESDHLISEMLSK. The MHC is DRB1_0101 with pseudo-sequence DRB1_0101. The binding affinity (normalized) is 0.748. (9) The peptide sequence is SQDLELSWNLNPLQAY. The MHC is DRB1_1302 with pseudo-sequence DRB1_1302. The binding affinity (normalized) is 0.616. (10) The peptide sequence is DFLAKKGGEAMDTIS. The MHC is DRB1_0404 with pseudo-sequence DRB1_0404. The binding affinity (normalized) is 0.363.